From a dataset of Reaction yield outcomes from USPTO patents with 853,638 reactions. Predict the reaction yield, written as a fraction of the theoretical maximum amount of product (1.0 means a 100% yield; for example, 0.34 means a 34% yield). (1) The reactants are [N+:1]([C:4]1[CH:23]=[CH:22][C:7]([O:8][C:9]2[N:14]=[CH:13][N:12]=[C:11]([NH:15][C:16]3[CH:21]=[CH:20][CH:19]=[CH:18][CH:17]=3)[CH:10]=2)=[CH:6][CH:5]=1)([O-])=O.[Cl-].[NH4+].C(O)C.O. The catalyst is C(OCC)(=O)C.CCCCCC.[Fe]. The product is [NH2:1][C:4]1[CH:23]=[CH:22][C:7]([O:8][C:9]2[N:14]=[CH:13][N:12]=[C:11]([NH:15][C:16]3[CH:21]=[CH:20][CH:19]=[CH:18][CH:17]=3)[CH:10]=2)=[CH:6][CH:5]=1. The yield is 0.840. (2) The reactants are [CH3:1][NH:2][C:3](=S)[NH:4][NH2:5].[CH2:7]([O:9][C:10](=[O:16])[CH:11](Cl)[C:12]([CH3:14])=O)[CH3:8]. The catalyst is C1COCC1. The product is [CH2:7]([O:9][C:10]([C:11]1[C:12]([CH3:14])=[N:5][NH:4][C:3]=1[NH:2][CH3:1])=[O:16])[CH3:8]. The yield is 0.600.